This data is from Experimentally validated miRNA-target interactions with 360,000+ pairs, plus equal number of negative samples. The task is: Binary Classification. Given a miRNA mature sequence and a target amino acid sequence, predict their likelihood of interaction. The protein sequence of the target gene is MARTTSQLYDAVPIQSSVVLCSCPSPSMVRSQTEPGSSPGIPSGVSRQGSTMDGTTAEARPSTNPLQQHPAQLPPQPRKKRPEDFKFGKILGEGSFSTVVLARELATSREYAIKILEKRHIIKENKVPYVTRERDVMSRLDHPFFVKLYFTFQDDEKLYFGLSYAKNGELLKYIRKIGSFDETCTRFYTAEIVSALEYLHGKGIIHRDLKPENILLNEDMHIQITDFGTAKVLSPESKQARANSFVGTAQYVSPELLTEKSACKSSDLWALGCIIYQLVAGLPPFRAGNEYLIFQKIIKL.... The miRNA is hsa-miR-4736 with sequence AGGCAGGUUAUCUGGGCUG. Result: 0 (no interaction).